Dataset: Catalyst prediction with 721,799 reactions and 888 catalyst types from USPTO. Task: Predict which catalyst facilitates the given reaction. (1) Reactant: [CH3:1][O:2][C:3]1[CH:11]=[CH:10][C:6]([C:7](O)=[O:8])=[C:5]([N+:12]([O-])=O)[CH:4]=1.ClC(OCC(C)C)=O. Product: [NH2:12][C:5]1[CH:4]=[C:3]([O:2][CH3:1])[CH:11]=[CH:10][C:6]=1[CH2:7][OH:8]. The catalyst class is: 7. (2) Reactant: N(C(OC(C)C)=O)=NC(OC(C)C)=O.[CH3:15][O:16][C:17]([C:19]1[C:23]([N+:24]([O-:26])=[O:25])=[C:22]([C:27]([O:29][CH3:30])=[O:28])[NH:21][N:20]=1)=[O:18].[CH2:31]([O:34][CH2:35][CH2:36]O)[CH2:32][CH3:33].C1(P(C2C=CC=CC=2)C2C=CC=CC=2)C=CC=CC=1. Product: [N+:24]([C:23]1[C:19]([C:17]([O:16][CH3:15])=[O:18])=[N:20][N:21]([CH2:36][CH2:35][O:34][CH2:31][CH2:32][CH3:33])[C:22]=1[C:27]([O:29][CH3:30])=[O:28])([O-:26])=[O:25]. The catalyst class is: 7.